From a dataset of Forward reaction prediction with 1.9M reactions from USPTO patents (1976-2016). Predict the product of the given reaction. (1) The product is: [CH2:1]([O:8][C:9]1[C:10]([CH3:26])=[C:11]([C:15]([C:17]2[C:25]3[C:20](=[N:21][CH:22]=[CH:23][CH:24]=3)[NH:19][CH:18]=2)=[O:16])[CH:12]=[CH:13][CH:14]=1)[C:2]1[CH:7]=[CH:6][CH:5]=[CH:4][CH:3]=1. Given the reactants [CH2:1]([O:8][C:9]1[C:10]([CH3:26])=[C:11]([CH:15]([C:17]2[C:25]3[C:20](=[N:21][CH:22]=[CH:23][CH:24]=3)[NH:19][CH:18]=2)[OH:16])[CH:12]=[CH:13][CH:14]=1)[C:2]1[CH:7]=[CH:6][CH:5]=[CH:4][CH:3]=1.CC(OI1(OC(C)=O)(OC(C)=O)OC(=O)C2C=CC=CC1=2)=O, predict the reaction product. (2) Given the reactants Cl[C:2]1[NH:3][C:4](=[O:15])[N:5]([CH2:9][C:10]([O:12][CH2:13][CH3:14])=[O:11])[C:6](=[O:8])[CH:7]=1.[CH2:16]([C:18]1[NH:32][C:21]2[N:22]=[C:23]([SH:31])[N:24]=[C:25]([N:26]3[CH2:29][CH:28]([OH:30])[CH2:27]3)[C:20]=2[CH:19]=1)[CH3:17].C(O)(=O)C, predict the reaction product. The product is: [CH2:16]([C:18]1[NH:32][C:21]2[N:22]=[C:23]([S:31][C:2]3[NH:3][C:4](=[O:15])[N:5]([CH2:9][C:10]([O:12][CH2:13][CH3:14])=[O:11])[C:6](=[O:8])[CH:7]=3)[N:24]=[C:25]([N:26]3[CH2:29][CH:28]([OH:30])[CH2:27]3)[C:20]=2[CH:19]=1)[CH3:17]. (3) Given the reactants Cl[C:2]1[N:7]2[N:8]=[C:9]([C:14]3[CH:19]=[CH:18][C:17]([O:20][CH3:21])=[CH:16][CH:15]=3)[C:10]([C:11](=[O:13])[CH3:12])=[C:6]2[CH:5]=[CH:4][CH:3]=1.C(=O)([O-])[O-].[Cs+].[Cs+].[CH:28]1([NH2:33])[CH2:32][CH2:31][CH2:30][CH2:29]1.C(OCC)C, predict the reaction product. The product is: [CH:28]1([NH:33][C:2]2[N:7]3[N:8]=[C:9]([C:14]4[CH:19]=[CH:18][C:17]([O:20][CH3:21])=[CH:16][CH:15]=4)[C:10]([C:11](=[O:13])[CH3:12])=[C:6]3[CH:5]=[CH:4][CH:3]=2)[CH2:32][CH2:31][CH2:30][CH2:29]1. (4) Given the reactants [CH3:1][C:2]1[CH2:7][CH2:6][C:5]([OH:11])([CH:8]([CH3:10])[CH3:9])[CH2:4][CH:3]=1.CC1(C)C(O)C2(C)CC1CC2.[C:23]12([CH3:33])[C:29]([CH3:31])([CH3:30])[CH:26]([CH2:27][CH2:28]1)[CH2:25][CH:24]2O.CS(O)(=O)=O.CC1CCC(C(O)(C)C)CC=1, predict the reaction product. The product is: [CH3:1][C:2]1[CH2:7][CH2:6][C@@H:5]([C:8]([CH3:10])=[CH2:9])[CH2:4][CH:3]=1.[CH3:33][C:23]1[CH2:28][CH2:27][C:26](=[C:29]([CH3:31])[CH3:30])[CH2:25][CH:24]=1.[CH3:1][C:2]1[CH2:7][CH2:6][C:5]([OH:11])([CH:8]([CH3:9])[CH3:10])[CH2:4][CH:3]=1. (5) Given the reactants [Si]([O:8][C@H:9]1[C@H:14]([NH:15][C:16](=[O:19])[O:17][CH3:18])[CH2:13][CH2:12][N:11]([C:20]2[CH:25]=[C:24]([C:26]#[N:27])[CH:23]=[C:22]([NH:28][C:29]3[N:34]=[C:33]([N:35](CC)[CH2:36][C:37]4C=CC(OC)=CC=4)[C:32]4=[N:47][CH:48]=[C:49]([C:50]#[N:51])[N:31]4[N:30]=3)[C:21]=2[Cl:52])[CH2:10]1)(C(C)(C)C)(C)C.CCCC[N+](CCCC)(CCCC)CCCC.[F-], predict the reaction product. The product is: [Cl:52][C:21]1[C:22]([NH:28][C:29]2[N:34]=[C:33]([NH:35][CH2:36][CH3:37])[C:32]3=[N:47][CH:48]=[C:49]([C:50]#[N:51])[N:31]3[N:30]=2)=[CH:23][C:24]([C:26]#[N:27])=[CH:25][C:20]=1[N:11]1[CH2:12][CH2:13][C@@H:14]([NH:15][C:16](=[O:19])[O:17][CH3:18])[C@H:9]([OH:8])[CH2:10]1.